From a dataset of Catalyst prediction with 721,799 reactions and 888 catalyst types from USPTO. Predict which catalyst facilitates the given reaction. (1) Reactant: [F:1][C:2]1[CH:7]=[CH:6][CH:5]=[CH:4][C:3]=1[N:8]1[CH2:13][CH2:12][NH:11][CH2:10][CH2:9]1.Cl.[Cl:15][C:16]1[CH:17]=[C:18]([S:23](Cl)(=[O:25])=[O:24])[CH:19]=[CH:20][C:21]=1[Cl:22].C(N(C(C)C)CC)(C)C. Product: [Cl:15][C:16]1[CH:17]=[C:18]([S:23]([N:11]2[CH2:12][CH2:13][N:8]([C:3]3[CH:4]=[CH:5][CH:6]=[CH:7][C:2]=3[F:1])[CH2:9][CH2:10]2)(=[O:24])=[O:25])[CH:19]=[CH:20][C:21]=1[Cl:22]. The catalyst class is: 4. (2) Reactant: [Cl:1][C:2]1[CH:8]=[CH:7][C:5]([NH2:6])=[CH:4][C:3]=1[O:9][CH2:10][CH:11]1[CH2:14][C:13]([F:16])([F:15])[CH2:12]1.CCN(C(C)C)C(C)C.[CH3:26][C:27](OC(C)=O)=[O:28]. Product: [Cl:1][C:2]1[CH:8]=[CH:7][C:5]([NH:6][C:27](=[O:28])[CH3:26])=[CH:4][C:3]=1[O:9][CH2:10][CH:11]1[CH2:12][C:13]([F:15])([F:16])[CH2:14]1. The catalyst class is: 25. (3) Reactant: [Cl:1][C:2]1[CH:11]=[C:10]2[C:5]([CH:6]=[CH:7][N:8]=[CH:9]2)=[CH:4][C:3]=1[F:12].ClC1C=C(C=CC=1)C(OO)=[O:18]. Product: [Cl:1][C:2]1[CH:11]=[C:10]2[C:5]([CH:6]=[CH:7][N+:8]([O-:18])=[CH:9]2)=[CH:4][C:3]=1[F:12]. The catalyst class is: 4. (4) Reactant: N1CCCCC1.[CH3:7][O:8][C:9]1[CH:10]=[C:11]([CH:14]=[CH:15][C:16]=1[O:17][CH2:18][C:19]1[CH:20]=[N:21][CH:22]=[CH:23][CH:24]=1)[CH:12]=O.C([CH2:28][C:29]([NH:31][C:32]1[CH:40]=[CH:39][CH:38]=[CH:37][C:33]=1[C:34]([OH:36])=[O:35])=[O:30])(O)=O.CC(O)=O. Product: [CH3:7][O:8][C:9]1[CH:10]=[C:11](/[CH:12]=[CH:28]/[C:29]([NH:31][C:32]2[CH:40]=[CH:39][CH:38]=[CH:37][C:33]=2[C:34]([OH:36])=[O:35])=[O:30])[CH:14]=[CH:15][C:16]=1[O:17][CH2:18][C:19]1[CH:20]=[N:21][CH:22]=[CH:23][CH:24]=1. The catalyst class is: 11. (5) Reactant: CO[CH:3](O)[CH2:4][N:5]1[C:14]2[C:9](=[N:10][CH:11]=[C:12]([O:15][CH3:16])[CH:13]=2)[CH:8]=[CH:7][C:6]1=[O:17].CC([N:23]([C@@H:27]1[CH2:32][CH2:31][NH:30][CH2:29][C@@H:28]1[OH:33])[C:24](=[O:26])[O-:25])(C)C.OCC[CH2:37][C:38]1[C:43](=O)N(CC2C=CC(OC)=CC=2)NC(=O)[CH:39]=1.C(O[BH-](OC(=O)C)OC(=O)C)(=O)C.[Na+]. Product: [OH:33][C@@H:28]1[C@H:27]([NH:23][C:24](=[O:26])[O:25][C:38]([CH3:43])([CH3:39])[CH3:37])[CH2:32][CH2:31][N:30]([CH2:3][CH2:4][N:5]2[C:14]3[C:9](=[N:10][CH:11]=[C:12]([O:15][CH3:16])[CH:13]=3)[CH:8]=[CH:7][C:6]2=[O:17])[CH2:29]1. The catalyst class is: 147. (6) Reactant: [CH3:1][N:2]1[C:10]2[C:5](=[CH:6][C:7]([C:26]([F:29])([F:28])[F:27])=[CH:8][C:9]=2[CH2:11][O:12][CH2:13][C:14]2([C:20]3[CH:25]=[CH:24][CH:23]=[CH:22][CH:21]=3)[CH2:19][CH2:18][NH:17][CH2:16][CH2:15]2)[CH:4]=[N:3]1.[C:30]([BH3-])#N.[Na+].C=O.C(O)(=O)C. Product: [CH3:1][N:2]1[C:10]2[C:5](=[CH:6][C:7]([C:26]([F:29])([F:28])[F:27])=[CH:8][C:9]=2[CH2:11][O:12][CH2:13][C:14]2([C:20]3[CH:25]=[CH:24][CH:23]=[CH:22][CH:21]=3)[CH2:15][CH2:16][N:17]([CH3:30])[CH2:18][CH2:19]2)[CH:4]=[N:3]1. The catalyst class is: 477. (7) Reactant: [CH3:1][Si]([N-][Si](C)(C)C)(C)C.[Li+].[Si:11]([O:28][CH2:29][CH2:30][N:31]([CH3:62])[C:32]([C:34]1[CH:35]=[C:36]2[C:41](=[C:42]([CH:44]([NH:46][C:47]3[CH:52]=[C:51]([F:53])[CH:50]=[C:49]([F:54])[CH:48]=3)[CH3:45])[CH:43]=1)[O:40][C:39]([N:55]1[CH2:60][CH2:59][O:58][CH2:57][CH2:56]1)=[CH:38][C:37]2=[O:61])=[O:33])([C:24]([CH3:27])([CH3:26])[CH3:25])([C:18]1[CH:23]=[CH:22][CH:21]=[CH:20][CH:19]=1)[C:12]1[CH:17]=[CH:16][CH:15]=[CH:14][CH:13]=1.S([O:68][CH3:69])(OC)(=O)=O.[NH4+].[Cl-]. Product: [Si:11]([O:28][CH2:29][CH2:30][N:31]([CH3:62])[C:32]([C:34]1[CH:35]=[C:36]2[C:41](=[C:42]([CH:44]([N:46]([C:47]3[CH:48]=[C:49]([F:54])[CH:50]=[C:51]([F:53])[CH:52]=3)[CH3:1])[CH3:45])[CH:43]=1)[O:40][C:39]([N:55]1[CH2:56][CH2:57][O:58][CH2:59][CH2:60]1)=[CH:38][C:37]2=[O:61])=[O:33])([C:24]([CH3:25])([CH3:27])[CH3:26])([C:12]1[CH:17]=[CH:16][CH:15]=[CH:14][CH:13]=1)[C:18]1[CH:19]=[CH:20][CH:21]=[CH:22][CH:23]=1.[F:53][C:51]1[CH:52]=[C:47]([N:46]([CH3:1])[CH:44]([C:42]2[CH:43]=[C:34]([C:32]([N:31]([CH2:62][CH2:69][OH:68])[CH3:30])=[O:33])[CH:35]=[C:36]3[C:41]=2[O:40][C:39]([N:55]2[CH2:60][CH2:59][O:58][CH2:57][CH2:56]2)=[CH:38][C:37]3=[O:61])[CH3:45])[CH:48]=[C:49]([F:54])[CH:50]=1. The catalyst class is: 1.